Task: Predict the reaction yield, written as a fraction of the theoretical maximum amount of product (1.0 means a 100% yield; for example, 0.34 means a 34% yield).. Dataset: Reaction yield outcomes from USPTO patents with 853,638 reactions The reactants are [CH3:1][N:2]1[C:10]2[C:5](=[CH:6][CH:7]=[C:8]([C:11]([O-:13])=O)[CH:9]=2)[C:4]([N:14]2[CH2:19][CH2:18][N:17]([CH3:20])[CH2:16][CH2:15]2)=[N:3]1.[Li+].C(Cl)CCl.C1C=CC2N(O)N=NC=2C=1.CCN(CC)CC.[Cl:43][C:44]1[CH:51]=[C:50]([Cl:52])[CH:49]=[CH:48][C:45]=1[CH2:46][NH2:47]. The catalyst is CN(C=O)C.C(OCC)(=O)C. The product is [Cl:43][C:44]1[CH:51]=[C:50]([Cl:52])[CH:49]=[CH:48][C:45]=1[CH2:46][NH:47][C:11]([C:8]1[CH:9]=[C:10]2[C:5]([C:4]([N:14]3[CH2:15][CH2:16][N:17]([CH3:20])[CH2:18][CH2:19]3)=[N:3][N:2]2[CH3:1])=[CH:6][CH:7]=1)=[O:13]. The yield is 0.290.